This data is from Catalyst prediction with 721,799 reactions and 888 catalyst types from USPTO. The task is: Predict which catalyst facilitates the given reaction. (1) Reactant: [Cl:1][C:2]1[CH:3]=[C:4]([CH2:28][N:29]2[CH:33]=[CH:32][C:31]([C:34]([O:36]CC)=[O:35])=[N:30]2)[CH:5]=[CH:6][C:7]=1[C:8]1[N:12]=[C:11]([C:13]2[S:14][C:15]([C:24]([F:27])([F:26])[F:25])=[C:16]([C:18]3[CH:23]=[CH:22][CH:21]=[CH:20][CH:19]=3)[CH:17]=2)[O:10][N:9]=1.[OH-].[Na+:40]. Product: [Na+:40].[Cl:1][C:2]1[CH:3]=[C:4]([CH2:28][N:29]2[CH:33]=[CH:32][C:31]([C:34]([O-:36])=[O:35])=[N:30]2)[CH:5]=[CH:6][C:7]=1[C:8]1[N:12]=[C:11]([C:13]2[S:14][C:15]([C:24]([F:27])([F:25])[F:26])=[C:16]([C:18]3[CH:23]=[CH:22][CH:21]=[CH:20][CH:19]=3)[CH:17]=2)[O:10][N:9]=1. The catalyst class is: 5. (2) Reactant: [NH2:1][C:2]1[CH:7]=[CH:6][C:5]([N:8]2[C:12]3=[N:13][CH:14]=[N:15][C:16]([NH2:17])=[C:11]3[CH:10]=[N:9]2)=[CH:4][CH:3]=1.[CH3:18][CH:19]([CH2:24][CH3:25])[CH2:20][C:21](O)=[O:22].Cl.CN(C)CCCN=C=NCC.ON1C2C=CC=CC=2N=N1. Product: [NH2:17][C:16]1[N:15]=[CH:14][N:13]=[C:12]2[N:8]([C:5]3[CH:6]=[CH:7][C:2]([NH:1][C:21](=[O:22])[CH2:20][CH:19]([CH3:18])[CH2:24][CH3:25])=[CH:3][CH:4]=3)[N:9]=[CH:10][C:11]=12. The catalyst class is: 121. (3) Reactant: Br[C:2]1[C:3]([C:16]2[CH:21]=[CH:20][CH:19]=[CH:18][CH:17]=2)=[N:4][C:5]2[C:10]([N:11]=1)=[CH:9][C:8]([C:12]([O:14][CH3:15])=[O:13])=[CH:7][CH:6]=2.[CH3:22][C@H:23]([NH2:26])[CH2:24][CH3:25]. Product: [C@H:23]([NH:26][C:2]1[C:3]([C:16]2[CH:21]=[CH:20][CH:19]=[CH:18][CH:17]=2)=[N:4][C:5]2[C:10]([N:11]=1)=[CH:9][C:8]([C:12]([O:14][CH3:15])=[O:13])=[CH:7][CH:6]=2)([CH2:24][CH3:25])[CH3:22]. The catalyst class is: 16. (4) Reactant: [H-].[Na+].[CH2:3]([O:5][C:6](=[O:16])[CH2:7]P(OCC)(OCC)=O)[CH3:4].[Cl:17][C:18]1[CH:23]=[C:22]([Cl:24])[CH:21]=[CH:20][C:19]=1[CH:25]=[C:26]([CH3:29])[CH:27]=O. Product: [CH2:3]([O:5][C:6](=[O:16])[CH:7]=[CH:27][C:26]([CH3:29])=[CH:25][C:19]1[CH:20]=[CH:21][C:22]([Cl:24])=[CH:23][C:18]=1[Cl:17])[CH3:4]. The catalyst class is: 1. (5) Reactant: [CH:1]([C:4]1[C:8]([CH2:9][CH2:10][CH2:11][OH:12])=[CH:7][N:6]([C:13]2[CH:18]=[CH:17][C:16]([C:19]([F:22])([F:21])[F:20])=[CH:15][N:14]=2)[N:5]=1)([CH3:3])[CH3:2].O[C:24]1[CH:29]=[CH:28][C:27]([O:30][CH3:31])=[CH:26][C:25]=1[CH2:32][C:33]([O:35]C)=[O:34].C(P(CCCC)CCCC)CCC.N(C(N1CCCCC1)=O)=NC(N1CCCCC1)=O. Product: [CH:1]([C:4]1[C:8]([CH2:9][CH2:10][CH2:11][O:12][C:24]2[CH:29]=[CH:28][C:27]([O:30][CH3:31])=[CH:26][C:25]=2[CH2:32][C:33]([OH:35])=[O:34])=[CH:7][N:6]([C:13]2[CH:18]=[CH:17][C:16]([C:19]([F:21])([F:20])[F:22])=[CH:15][N:14]=2)[N:5]=1)([CH3:3])[CH3:2]. The catalyst class is: 7. (6) Reactant: [Cl:1][C:2]1[CH:34]=[CH:33][C:5]([CH2:6][CH2:7][NH:8][C:9]([C:11]2[CH:29]=[CH:28][C:14]([O:15][C:16]3[CH:21]=[CH:20][C:19]([CH2:22][C:23]([O:25][CH3:26])=[O:24])=[CH:18][C:17]=3[Cl:27])=[C:13]([N+:30]([O-])=O)[CH:12]=2)=[O:10])=[CH:4][CH:3]=1.[NH4+].[Cl-].C(Cl)Cl.C(=O)([O-])[O-].[Na+].[Na+]. Product: [Cl:1][C:2]1[CH:3]=[CH:4][C:5]([CH2:6][CH2:7][NH:8][C:9]([C:11]2[CH:29]=[CH:28][C:14]([O:15][C:16]3[CH:21]=[CH:20][C:19]([CH2:22][C:23]([O:25][CH3:26])=[O:24])=[CH:18][C:17]=3[Cl:27])=[C:13]([NH2:30])[CH:12]=2)=[O:10])=[CH:33][CH:34]=1. The catalyst class is: 324. (7) Reactant: [CH:1]1([N:4]2[CH2:10][CH2:9][CH2:8][N:7]([C:11]([C:13]3[N:18]=[C:17]([C:19]#[N:20])[C:16]([O:21][C:22]4[CH:27]=[CH:26][C:25]([S:28][CH3:29])=[CH:24][CH:23]=4)=[CH:15][CH:14]=3)=[O:12])[CH2:6][CH2:5]2)[CH2:3][CH2:2]1.N.[OH:31]O. Product: [CH:1]1([N:4]2[CH2:10][CH2:9][CH2:8][N:7]([C:11]([C:13]3[N:18]=[C:17]([C:19]([NH2:20])=[O:31])[C:16]([O:21][C:22]4[CH:23]=[CH:24][C:25]([S:28][CH3:29])=[CH:26][CH:27]=4)=[CH:15][CH:14]=3)=[O:12])[CH2:6][CH2:5]2)[CH2:2][CH2:3]1. The catalyst class is: 100.